This data is from Forward reaction prediction with 1.9M reactions from USPTO patents (1976-2016). The task is: Predict the product of the given reaction. (1) Given the reactants [Cl:1][C:2]1[CH:7]=[C:6]([Cl:8])[CH:5]=[CH:4][C:3]=1[NH:9][NH2:10].[OH:11][C:12]1[CH:19]=[C:18]([OH:20])[CH:17]=[CH:16][C:13]=1[CH:14]=O, predict the reaction product. The product is: [Cl:1][C:2]1[CH:7]=[C:6]([Cl:8])[CH:5]=[CH:4][C:3]=1[NH:9][N:10]=[CH:14][C:13]1[CH:16]=[CH:17][C:18]([OH:20])=[CH:19][C:12]=1[OH:11]. (2) Given the reactants [F:1][C:2]1[C:10]([NH:11][S:12]([CH2:15][CH2:16][CH3:17])(=[O:14])=[O:13])=[CH:9][CH:8]=[C:7]([F:18])[C:3]=1[C:4](Cl)=[O:5].[NH:19]([C:23]1[CH:28]=[CH:27][C:26]([NH2:29])=[CH:25][N:24]=1)[C:20]([CH3:22])=[O:21].C(N(C(C)C)CC)(C)C, predict the reaction product. The product is: [C:20]([NH:19][C:23]1[N:24]=[CH:25][C:26]([NH:29][C:4](=[O:5])[C:3]2[C:7]([F:18])=[CH:8][CH:9]=[C:10]([NH:11][S:12]([CH2:15][CH2:16][CH3:17])(=[O:14])=[O:13])[C:2]=2[F:1])=[CH:27][CH:28]=1)(=[O:21])[CH3:22]. (3) Given the reactants [CH3:1][O:2][N:3]1[CH2:8][CH2:7][C:6](=O)[CH2:5][CH2:4]1.[CH3:10][N:11]([CH3:13])[NH2:12], predict the reaction product. The product is: [CH3:1][O:2][N:3]1[CH2:8][CH2:7][C:6](=[N:12][N:11]([CH3:13])[CH3:10])[CH2:5][CH2:4]1.